Dataset: Reaction yield outcomes from USPTO patents with 853,638 reactions. Task: Predict the reaction yield, written as a fraction of the theoretical maximum amount of product (1.0 means a 100% yield; for example, 0.34 means a 34% yield). (1) The reactants are [CH3:1][C:2]1([CH3:12])[NH:7][CH2:6][C:5]2C=CC=C[C:4]=2O1.[H-].[H-].[H-].[H-].[Li+].[Al+3].[CH2:19]1[CH2:23][O:22][CH2:21][CH2:20]1. No catalyst specified. The product is [CH:2]([NH:7][C:6]1[CH:5]=[CH:4][CH:21]=[CH:20][C:19]=1[CH2:23][OH:22])([CH3:12])[CH3:1]. The yield is 0.950. (2) The reactants are Cl.[C:2]1([CH:8]2[CH2:13][CH2:12][CH2:11][NH:10][CH2:9]2)[CH:7]=[CH:6][CH:5]=[CH:4][CH:3]=1.[CH:14]([C:16]1[CH:30]=[CH:29][C:19]([O:20][C:21]2[CH:28]=[CH:27][C:24]([C:25]#[N:26])=[CH:23][N:22]=2)=[C:18]([CH3:31])[CH:17]=1)=O.C(O[BH-](OC(=O)C)OC(=O)C)(=O)C.[Na+].C(O)(=O)C. The catalyst is ClCCCl.CO. The product is [CH3:31][C:18]1[CH:17]=[C:16]([CH2:14][N:10]2[CH2:11][CH2:12][CH2:13][CH:8]([C:2]3[CH:7]=[CH:6][CH:5]=[CH:4][CH:3]=3)[CH2:9]2)[CH:30]=[CH:29][C:19]=1[O:20][C:21]1[CH:28]=[CH:27][C:24]([C:25]#[N:26])=[CH:23][N:22]=1. The yield is 0.700. (3) The reactants are C1(P(C2C=CC=CC=2)C2C=CC=CC=2)C=CC=CC=1.[F:20][C:21]1[CH:26]=[C:25]([OH:27])[CH:24]=[C:23]([F:28])[C:22]=1[C:29]1[N:34]=[C:33]([C:35]([O:37][CH3:38])=[O:36])[CH:32]=[CH:31][C:30]=1[F:39].[CH3:40][O:41][CH2:42][CH2:43][CH2:44]O.CC(OC(/N=N/C(OC(C)C)=O)=O)C. The catalyst is C1COCC1. The product is [F:20][C:21]1[CH:26]=[C:25]([O:27][CH2:44][CH2:43][CH2:42][O:41][CH3:40])[CH:24]=[C:23]([F:28])[C:22]=1[C:29]1[N:34]=[C:33]([C:35]([O:37][CH3:38])=[O:36])[CH:32]=[CH:31][C:30]=1[F:39]. The yield is 1.00.